Dataset: NCI-60 drug combinations with 297,098 pairs across 59 cell lines. Task: Regression. Given two drug SMILES strings and cell line genomic features, predict the synergy score measuring deviation from expected non-interaction effect. Drug 2: C1CCC(C1)C(CC#N)N2C=C(C=N2)C3=C4C=CNC4=NC=N3. Cell line: OVCAR-8. Synergy scores: CSS=-6.03, Synergy_ZIP=2.89, Synergy_Bliss=5.45, Synergy_Loewe=1.20, Synergy_HSA=1.94. Drug 1: C1CCN(CC1)CCOC2=CC=C(C=C2)C(=O)C3=C(SC4=C3C=CC(=C4)O)C5=CC=C(C=C5)O.